From a dataset of Forward reaction prediction with 1.9M reactions from USPTO patents (1976-2016). Predict the product of the given reaction. (1) Given the reactants [CH2:1]([C@@:8]12[O:33][C:11]3=[C:12]([OH:32])[CH:13]=[CH:14][C:15]4[CH2:16][C@H:17]5[N:28]([CH3:31])[CH2:29][CH2:30][C@:9]1([C@@:18]5([O:23][CH2:24][CH2:25][CH2:26][CH3:27])[CH2:19][CH2:20][C:21]2=[O:22])[C:10]=43)[C:2]1[CH:7]=[CH:6][CH:5]=[CH:4][CH:3]=1.[CH3:34][I:35], predict the reaction product. The product is: [I-:35].[CH2:1]([C@@:8]12[O:33][C:11]3=[C:12]([OH:32])[CH:13]=[CH:14][C:15]4[CH2:16][C@H:17]5[N+:28]([CH3:34])([CH3:31])[CH2:29][CH2:30][C@:9]1([C@@:18]5([O:23][CH2:24][CH2:25][CH2:26][CH3:27])[CH2:19][CH2:20][C:21]2=[O:22])[C:10]=43)[C:2]1[CH:7]=[CH:6][CH:5]=[CH:4][CH:3]=1. (2) Given the reactants [Cl:1][C:2]1[CH:7]=[C:6]([C:8]2[N:12]=[C:11]([C:13]3[N:14]=[C:15]4[C:20]([Cl:21])=[CH:19][C:18]([C:22]([F:25])([F:24])[F:23])=[CH:17][N:16]4[CH:26]=3)[O:10][N:9]=2)[C:5]([Cl:27])=[CH:4][C:3]=1[O:28][CH2:29][CH:30]([OH:35])[C:31]([F:34])([F:33])[F:32].CC(OI1(OC(C)=O)(OC(C)=O)OC(=O)C2C=CC=CC1=2)=O, predict the reaction product. The product is: [Cl:1][C:2]1[CH:7]=[C:6]([C:8]2[N:12]=[C:11]([C:13]3[N:14]=[C:15]4[C:20]([Cl:21])=[CH:19][C:18]([C:22]([F:25])([F:24])[F:23])=[CH:17][N:16]4[CH:26]=3)[O:10][N:9]=2)[C:5]([Cl:27])=[CH:4][C:3]=1[O:28][CH2:29][C:30](=[O:35])[C:31]([F:33])([F:32])[F:34].